From a dataset of Reaction yield outcomes from USPTO patents with 853,638 reactions. Predict the reaction yield, written as a fraction of the theoretical maximum amount of product (1.0 means a 100% yield; for example, 0.34 means a 34% yield). (1) The reactants are C[N:2](C)/[CH:3]=[CH:4]/[C:5]([C:7]1[CH:8]=[C:9]([CH:12]=[CH:13][CH:14]=1)[C:10]#[N:11])=O.C(O)C.[NH2:19]N. No catalyst specified. The product is [NH:2]1[CH:3]=[CH:4][C:5]([C:7]2[CH:8]=[C:9]([CH:12]=[CH:13][CH:14]=2)[C:10]#[N:11])=[N:19]1. The yield is 0.840. (2) The reactants are [CH3:1][C:2]1[N:6]=[C:5]([C:7]([NH:10]C(=O)OC(C)(C)C)([CH3:9])[CH3:8])[S:4][N:3]=1.O. The catalyst is Cl.C(OCC)(=O)C. The product is [CH3:8][C:7]([NH2:10])([C:5]1[S:4][N:3]=[C:2]([CH3:1])[N:6]=1)[CH3:9]. The yield is 0.870. (3) The reactants are [F:1][C:2]([F:21])([F:20])[C:3]([N:5]1[CH2:9][CH2:8][CH2:7][CH:6]1[C:10]1[CH:15]=[CH:14][C:13]([S:16](Cl)(=[O:18])=[O:17])=[CH:12][CH:11]=1)=[O:4].[NH2:22][C:23]1[S:24][CH:25]=[CH:26][N:27]=1. The catalyst is N1C=CC=CC=1. The product is [S:24]1[CH:25]=[CH:26][N:27]=[C:23]1[NH:22][S:16]([C:13]1[CH:14]=[CH:15][C:10]([CH:6]2[CH2:7][CH2:8][CH2:9][N:5]2[C:3](=[O:4])[C:2]([F:21])([F:20])[F:1])=[CH:11][CH:12]=1)(=[O:18])=[O:17]. The yield is 0.320. (4) The reactants are [OH:1][C:2]1[CH:9]=[CH:8][C:5]([CH:6]=[O:7])=[CH:4][CH:3]=1.C(=O)([O-])[O-].[K+].[K+].Br[C:17]([CH3:26])([CH3:25])[C:18]([O:20][C:21]([CH3:24])([CH3:23])[CH3:22])=[O:19].O. The catalyst is CN(C)C=O. The product is [CH:6]([C:5]1[CH:8]=[CH:9][C:2]([O:1][C:17]([CH3:26])([CH3:25])[C:18]([O:20][C:21]([CH3:24])([CH3:23])[CH3:22])=[O:19])=[CH:3][CH:4]=1)=[O:7]. The yield is 0.420. (5) The reactants are [CH:1]1([CH2:4][C:5]2[N:6]=[C:7]([CH3:27])[NH:8][C:9](=[O:26])[C:10]=2[CH2:11][C:12]2[CH:17]=[CH:16][C:15]([C:18]3[C:19]([C:24]#[N:25])=[CH:20][CH:21]=[CH:22][CH:23]=3)=[CH:14][CH:13]=2)[CH2:3][CH2:2]1.[C:28]1(B(O)O)[CH:33]=[CH:32][CH:31]=[CH:30][CH:29]=1.[N:37]1C=CC=CC=1.C(N(CC)CC)C.[C:50]([O:53]CC)(=[O:52])C. The catalyst is C([O-])(=O)C.[Cu+2].C([O-])(=O)C.ClCCl. The product is [CH:1]1([CH2:4][C:5]2[N:6]=[C:7]([CH3:27])[N:8]([C:28]3[CH:33]=[CH:32][CH:31]=[CH:30][CH:29]=3)[C:9](=[O:26])[C:10]=2[CH2:11][C:12]2[CH:17]=[CH:16][C:15]([C:18]3[CH:23]=[CH:22][CH:21]=[CH:20][C:19]=3[C:24]3[NH:37][C:50](=[O:52])[O:53][N:25]=3)=[CH:14][CH:13]=2)[CH2:3][CH2:2]1. The yield is 0.740. (6) The reactants are Br[C:2]1[S:6][C:5]([CH2:7][OH:8])=[C:4]([CH3:9])[CH:3]=1.[F:10][C:11]([F:22])([F:21])[C:12]1[CH:17]=[CH:16][C:15](B(O)O)=[CH:14][CH:13]=1.C([O-])([O-])=O.[K+].[K+]. The catalyst is C1(C)C=CC=CC=1.C1C=CC([P]([Pd]([P](C2C=CC=CC=2)(C2C=CC=CC=2)C2C=CC=CC=2)([P](C2C=CC=CC=2)(C2C=CC=CC=2)C2C=CC=CC=2)[P](C2C=CC=CC=2)(C2C=CC=CC=2)C2C=CC=CC=2)(C2C=CC=CC=2)C2C=CC=CC=2)=CC=1. The product is [F:10][C:11]([F:22])([F:21])[C:12]1[CH:17]=[CH:16][C:15]([C:2]2[S:6][C:5]([CH2:7][OH:8])=[C:4]([CH3:9])[CH:3]=2)=[CH:14][CH:13]=1. The yield is 0.480. (7) The reactants are [CH2:1]([O:8][CH2:9][CH2:10][NH:11][C:12]1[N:19]=[C:18]([O:20][C:21]2[CH:26]=[CH:25][C:24]([B:27]3[O:31]C(C)(C)C(C)(C)O3)=[C:23]([CH:36]=[O:37])[CH:22]=2)[CH:17]=[CH:16][C:13]=1[C:14]#[N:15])[C:2]1[CH:7]=[CH:6][CH:5]=[CH:4][CH:3]=1.[BH4-].[Na+].Cl. The catalyst is CO. The product is [CH2:1]([O:8][CH2:9][CH2:10][NH:11][C:12]1[N:19]=[C:18]([O:20][C:21]2[CH:26]=[CH:25][C:24]3[B:27]([OH:31])[O:37][CH2:36][C:23]=3[CH:22]=2)[CH:17]=[CH:16][C:13]=1[C:14]#[N:15])[C:2]1[CH:7]=[CH:6][CH:5]=[CH:4][CH:3]=1. The yield is 0.456. (8) The reactants are [F:1][C:2]1[CH:14]=[CH:13][C:12]2[C:11]3[C:6](=[CH:7][C:8]([F:15])=[CH:9][CH:10]=3)[NH:5][C:4]=2[CH:3]=1.[OH-].[K+].[CH2:18]([CH:20]1[O:22][CH2:21]1)Br. The catalyst is CN(C)C=O. The product is [F:1][C:2]1[CH:14]=[CH:13][C:12]2[C:11]3[C:6](=[CH:7][C:8]([F:15])=[CH:9][CH:10]=3)[N:5]([CH2:18][CH:20]3[CH2:21][O:22]3)[C:4]=2[CH:3]=1. The yield is 0.920. (9) The reactants are Br[C:2]1[CH:3]=[C:4]([C:9]([F:12])([F:11])[F:10])[C:5]([NH2:8])=[N:6][CH:7]=1.[F:13][C:14]([F:25])([F:24])[C:15]1[CH:20]=[CH:19][C:18](B(O)O)=[CH:17][CH:16]=1.C([O-])([O-])=O.[Na+].[Na+]. The catalyst is COCCOC.C1C=CC([P]([Pd]([P](C2C=CC=CC=2)(C2C=CC=CC=2)C2C=CC=CC=2)([P](C2C=CC=CC=2)(C2C=CC=CC=2)C2C=CC=CC=2)[P](C2C=CC=CC=2)(C2C=CC=CC=2)C2C=CC=CC=2)(C2C=CC=CC=2)C2C=CC=CC=2)=CC=1. The product is [F:10][C:9]([F:12])([F:11])[C:4]1[C:5]([NH2:8])=[N:6][CH:7]=[C:2]([C:18]2[CH:19]=[CH:20][C:15]([C:14]([F:25])([F:24])[F:13])=[CH:16][CH:17]=2)[CH:3]=1. The yield is 0.870.